From a dataset of Reaction yield outcomes from USPTO patents with 853,638 reactions. Predict the reaction yield, written as a fraction of the theoretical maximum amount of product (1.0 means a 100% yield; for example, 0.34 means a 34% yield). The reactants are [Br:1][C:2]1[CH:3]=[CH:4][CH:5]=[C:6]2[C:11]=1[N:10]=[C:9](Cl)[N:8]([CH:13]1[CH2:16][CH2:15][CH2:14]1)[C:7]2=[O:17].[C:18]([NH2:22])([CH3:21])([CH3:20])[CH3:19]. The catalyst is CN1C(=O)CCC1. The product is [Br:1][C:2]1[CH:3]=[CH:4][CH:5]=[C:6]2[C:11]=1[N:10]=[C:9]([NH:22][C:18]([CH3:21])([CH3:20])[CH3:19])[N:8]([CH:13]1[CH2:16][CH2:15][CH2:14]1)[C:7]2=[O:17]. The yield is 0.810.